The task is: Regression. Given a peptide amino acid sequence and an MHC pseudo amino acid sequence, predict their binding affinity value. This is MHC class II binding data.. This data is from Peptide-MHC class II binding affinity with 134,281 pairs from IEDB. (1) The peptide sequence is KKSALTLKGTSYKICTD. The MHC is DRB3_0101 with pseudo-sequence DRB3_0101. The binding affinity (normalized) is 0.434. (2) The peptide sequence is AAYLATRGLDVVDAV. The MHC is DRB1_0101 with pseudo-sequence DRB1_0101. The binding affinity (normalized) is 0.886. (3) The peptide sequence is SQDLELSENLNGLQAY. The MHC is HLA-DQA10101-DQB10501 with pseudo-sequence HLA-DQA10101-DQB10501. The binding affinity (normalized) is 0.153. (4) The peptide sequence is LNTLTLAVPYNMRVI. The MHC is DRB1_0701 with pseudo-sequence DRB1_0701. The binding affinity (normalized) is 0.700. (5) The peptide sequence is DFHPGAGKTRRFLPQ. The MHC is DRB3_0301 with pseudo-sequence DRB3_0301. The binding affinity (normalized) is 0.491. (6) The peptide sequence is ADCGAGFFDPLTRGV. The MHC is DRB1_0405 with pseudo-sequence DRB1_0405. The binding affinity (normalized) is 0.217. (7) The MHC is HLA-DPA10103-DPB10601 with pseudo-sequence HLA-DPA10103-DPB10601. The peptide sequence is AAATAITTVYGAFAA. The binding affinity (normalized) is 0.192. (8) The MHC is DRB1_0401 with pseudo-sequence DRB1_0401. The binding affinity (normalized) is 0.146. The peptide sequence is GILHNLSDLYALITE. (9) The peptide sequence is KKGAAWTVYVGIVTMLSK. The MHC is DRB1_0301 with pseudo-sequence DRB1_0301. The binding affinity (normalized) is 0.525.